This data is from Peptide-MHC class I binding affinity with 185,985 pairs from IEDB/IMGT. The task is: Regression. Given a peptide amino acid sequence and an MHC pseudo amino acid sequence, predict their binding affinity value. This is MHC class I binding data. (1) The peptide sequence is TVIYRGTTF. The MHC is HLA-A26:01 with pseudo-sequence HLA-A26:01. The binding affinity (normalized) is 0.378. (2) The peptide sequence is DWDLQHPQ. The MHC is Mamu-B03 with pseudo-sequence Mamu-B03. The binding affinity (normalized) is 0. (3) The peptide sequence is EIPQFMIGL. The MHC is HLA-A03:01 with pseudo-sequence HLA-A03:01. The binding affinity (normalized) is 0.0847. (4) The peptide sequence is KQIVIINPM. The MHC is HLA-B14:02 with pseudo-sequence HLA-B14:02. The binding affinity (normalized) is 0.213. (5) The peptide sequence is TKDAERGKL. The MHC is HLA-B15:01 with pseudo-sequence HLA-B15:01. The binding affinity (normalized) is 0.0847. (6) The MHC is H-2-Kb with pseudo-sequence H-2-Kb. The binding affinity (normalized) is 0. The peptide sequence is LLFASMGFK. (7) The peptide sequence is LALIATFKI. The MHC is HLA-B51:01 with pseudo-sequence HLA-B51:01. The binding affinity (normalized) is 0.335. (8) The peptide sequence is WFGHLASDW. The MHC is HLA-A23:01 with pseudo-sequence HLA-A23:01. The binding affinity (normalized) is 0.461.